Dataset: Forward reaction prediction with 1.9M reactions from USPTO patents (1976-2016). Task: Predict the product of the given reaction. (1) Given the reactants [Br:1][C:2]1[CH:3]=[CH:4][C:5]2[S:9](=[O:11])(=[O:10])[N:8]([CH2:12][CH:13]([OH:18])C(OC)=O)[CH:7]([CH3:19])[C:6]=2[CH:20]=1.CS(Cl)(=O)=O.O, predict the reaction product. The product is: [Br:1][C:2]1[CH:3]=[CH:4][C:5]2[S:9](=[O:11])(=[O:10])[N:8]([CH2:12][CH2:13][OH:18])[CH:7]([CH3:19])[C:6]=2[CH:20]=1. (2) Given the reactants [CH:1]([C:3]1[CH:4]=[C:5]([C:9]2[CH:23]=[C:22]([C:24]([F:27])([F:26])[F:25])[CH:21]=[CH:20][C:10]=2[O:11][CH2:12][C:13]([O:15]C(C)(C)C)=[O:14])[CH:6]=[CH:7][CH:8]=1)=O.[NH2:28][C:29]1[CH:34]=[CH:33][CH:32]=[CH:31][CH:30]=1.C([O-])([O-])=O.[K+].[K+].Cl[C:42]([O:44][CH2:45][CH2:46][CH2:47][CH3:48])=[O:43], predict the reaction product. The product is: [CH2:45]([O:44][C:42]([N:28]([CH2:1][C:3]1[CH:4]=[C:5]([C:9]2[CH:23]=[C:22]([C:24]([F:26])([F:27])[F:25])[CH:21]=[CH:20][C:10]=2[O:11][CH2:12][C:13]([OH:15])=[O:14])[CH:6]=[CH:7][CH:8]=1)[C:29]1[CH:34]=[CH:33][CH:32]=[CH:31][CH:30]=1)=[O:43])[CH2:46][CH2:47][CH3:48].